Dataset: Catalyst prediction with 721,799 reactions and 888 catalyst types from USPTO. Task: Predict which catalyst facilitates the given reaction. (1) Reactant: [CH3:1][C@@:2]12[C:18](=[O:19])[CH2:17][CH2:16][C@H:15]1[C@H:14]1[C@@H:5]([C:6]3[C:11]([CH2:12][CH2:13]1)=[CH:10][C:9]([OH:20])=[C:8]([O:21][CH3:22])[CH:7]=3)[CH2:4][CH2:3]2.C(Cl)Cl.[F:26][C:27]([F:40])([F:39])[S:28](O[S:28]([C:27]([F:40])([F:39])[F:26])(=[O:30])=[O:29])(=[O:30])=[O:29].Cl. Product: [F:26][C:27]([S:28]([O:20][C:9]1[C:8]([O:21][CH3:22])=[CH:7][C:6]2[C@@H:5]3[C@H:14]([C@H:15]4[C@@:2]([CH2:3][CH2:4]3)([CH3:1])[C:18](=[O:19])[CH2:17][CH2:16]4)[CH2:13][CH2:12][C:11]=2[CH:10]=1)(=[O:30])=[O:29])([F:40])[F:39]. The catalyst class is: 17. (2) Reactant: O.[NH2:2][NH2:3].[CH:4]([O:7][C:8]([N:10]1[CH2:15][CH2:14][CH:13]([CH2:16][CH2:17][CH2:18][O:19][C:20]2[CH:25]=[CH:24][C:23]([C:26](OC)=[O:27])=[C:22]([F:30])[CH:21]=2)[CH2:12][CH2:11]1)=[O:9])([CH3:6])[CH3:5]. Product: [CH:4]([O:7][C:8]([N:10]1[CH2:15][CH2:14][CH:13]([CH2:16][CH2:17][CH2:18][O:19][C:20]2[CH:25]=[CH:24][C:23]([C:26]([NH:2][NH2:3])=[O:27])=[C:22]([F:30])[CH:21]=2)[CH2:12][CH2:11]1)=[O:9])([CH3:6])[CH3:5]. The catalyst class is: 5. (3) Reactant: [C:1]([N:6]1[C:11](=[O:12])[CH:10]2[CH2:13][CH:7]1[CH:8]=[CH:9]2)(=[O:5])[CH2:2][CH2:3][CH3:4].[BH4-].[Na+].S(=O)(=O)(O)O.C(OCC)(=O)C. The catalyst class is: 8. Product: [C:1]([NH:6][CH:7]1[CH2:13][CH:10]([CH2:11][OH:12])[CH:9]=[CH:8]1)(=[O:5])[CH2:2][CH2:3][CH3:4].